Regression. Given a target protein amino acid sequence and a drug SMILES string, predict the binding affinity score between them. We predict pIC50 (pIC50 = -log10(IC50 in M); higher means more potent). Dataset: bindingdb_ic50. From a dataset of Drug-target binding data from BindingDB using IC50 measurements. (1) The drug is COC(=O)c1c2nc3ccc(N(C)C)cc3oc-2c(O)c(=O)c1Nc1ccc(C)cc1. The target protein (O75581) has sequence MGAVLRSLLACSFCVLLRAAPLLLYANRRDLRLVDATNGKENATIVVGGLEDAAAVDFVFSHGLIYWSDVSEEAIKRTEFNKTESVQNVVVSGLLSPDGLACDWLGEKLYWTDSETNRIEVSNLDGSLRKVLFWQELDQPRAIALDPSSGFMYWTDWGEVPKIERAGMDGSSRFIIINSEIYWPNGLTLDYEEQKLYWADAKLNFIHKSNLDGTNRQAVVKGSLPHPFALTLFEDILYWTDWSTHSILACNKYTGEGLREIHSDIFSPMDIHAFSQQRQPNATNPCGIDNGGCSHLCLMSPVKPFYQCACPTGVKLLENGKTCKDGATELLLLARRTDLRRISLDTPDFTDIVLQLEDIRHAIAIDYDPVEGYIYWTDDEVRAIRRSFIDGSGSQFVVTAQIAHPDGIAVDWVARNLYWTDTGTDRIEVTRLNGTMRKILISEDLEEPRAIVLDPMVGYMYWTDWGEIPKIERAALDGSDRVVLVNTSLGWPNGLALDYD.... The pIC50 is 5.4. (2) The compound is CCCCCCCC(=O)O[C@@H]1C(=O)C(C)=C2[C@@H]3OC(=O)[C@@](C)(O)[C@@]3(O)[C@@H](OC(=O)CCCC(=O)O)C[C@](C)(OC(C)=O)[C@H]21. The target protein (O14983) has sequence MEAAHAKTTEECLAYFGVSETTGLTPDQVKRNLEKYGLNELPAEEGKTLWELVIEQFEDLLVRILLLAACISFVLAWFEEGEETITAFVEPFVILLILIANAIVGVWQERNAENAIEALKEYEPEMGKVYRADRKSVQRIKARDIVPGDIVEVAVGDKVPADIRILAIKSTTLRVDQSILTGESVSVIKHTEPVPDPRAVNQDKKNMLFSGTNIAAGKALGIVATTGVGTEIGKIRDQMAATEQDKTPLQQKLDEFGEQLSKVISLICVAVWLINIGHFNDPVHGGSWFRGAIYYFKIAVALAVAAIPEGLPAVITTCLALGTRRMAKKNAIVRSLPSVETLGCTSVICSDKTGTLTTNQMSVCKMFIIDKVDGDICLLNEFSITGSTYAPEGEVLKNDKPVRPGQYDGLVELATICALCNDSSLDFNEAKGVYEKVGEATETALTTLVEKMNVFNTDVRSLSKVERANACNSVIRQLMKKEFTLEFSRDRKSMSVYCSP.... The pIC50 is 7.7. (3) The small molecule is COC(=O)CN(CCn1cnc2c(N)ncnc21)C(C)=O. The target protein (O95622) has sequence MSGSKSVSPPGYAAQKTAAPAPRGGPEHRSAWGEADSRANGYPHAPGGSARGSTKKPGGAVTPQQQQRLASRWRSDDDDDPPLSGDDPLAGGFGFSFRSKSAWQERGGDDCGRGSRRQRRGAASGGSTRAPPAGGGGGSAAAAASAGGTEVRPRSVEVGLEERRGKGRAADELEAGAVEGGEGSGDGGSSADSGSGAGPGAVLSLGACCLALLQIFRSKKFPSDKLERLYQRYFFRLNQSSLTMLMAVLVLVCLVMLAFHAARPPLQLPYLAVLAAAVGVILIMAVLCNRAAFHQDHMGLACYALIAVVLAVQVVGLLLPQPRSASEGIWWTVFFIYTIYTLLPVRMRAAVLSGVLLSALHLAIALRTNAQDQFLLKQLVSNVLIFSCTNIVGVCTHYPAEVSQRQAFQETRECIQARLHSQRENQQQERLLLSVLPRHVAMEMKADINAKQEDMMFHKIYIQKHDNVSILFADIEGFTSLASQCTAQELVMTLNELFAR.... The pIC50 is 3.7.